This data is from Merck oncology drug combination screen with 23,052 pairs across 39 cell lines. The task is: Regression. Given two drug SMILES strings and cell line genomic features, predict the synergy score measuring deviation from expected non-interaction effect. (1) Drug 1: N.N.O=C(O)C1(C(=O)O)CCC1.[Pt]. Drug 2: N#Cc1ccc(Cn2cncc2CN2CCN(c3cccc(Cl)c3)C(=O)C2)cc1. Cell line: NCIH2122. Synergy scores: synergy=1.07. (2) Drug 1: CC(=O)OC1C(=O)C2(C)C(O)CC3OCC3(OC(C)=O)C2C(OC(=O)c2ccccc2)C2(O)CC(OC(=O)C(O)C(NC(=O)c3ccccc3)c3ccccc3)C(C)=C1C2(C)C. Drug 2: NC1(c2ccc(-c3nc4ccn5c(=O)[nH]nc5c4cc3-c3ccccc3)cc2)CCC1. Cell line: KPL1. Synergy scores: synergy=56.1.